This data is from Full USPTO retrosynthesis dataset with 1.9M reactions from patents (1976-2016). The task is: Predict the reactants needed to synthesize the given product. (1) The reactants are: CN(C(ON1N=NC2C=CC=NC1=2)=[N+](C)C)C.F[P-](F)(F)(F)(F)F.[NH2:25][C:26]1[C:27]([C:36]([OH:38])=O)=[CH:28][C:29]2[C:34]([CH:35]=1)=[CH:33][CH:32]=[CH:31][CH:30]=2.[CH2:39]([O:41][CH2:42][C@@H:43]([C:45]([O:47][CH3:48])=[O:46])[NH2:44])[CH3:40].C(N(C(C)C)CC)(C)C. Given the product [NH2:25][C:26]1[C:27]([C:36]([NH:44][C@H:43]([C:45]([O:47][CH3:48])=[O:46])[CH2:42][O:41][CH2:39][CH3:40])=[O:38])=[CH:28][C:29]2[C:34]([CH:35]=1)=[CH:33][CH:32]=[CH:31][CH:30]=2, predict the reactants needed to synthesize it. (2) Given the product [CH2:1]([NH:3][C:4]([N:6]1[CH2:13][CH:12]2[CH2:14][CH:8]([CH2:9][N:10]([CH2:20][CH2:21][C:22]3[CH:23]=[CH:24][C:25]([NH:28][S:29]([CH3:32])(=[O:30])=[O:31])=[CH:26][CH:27]=3)[CH2:11]2)[CH2:7]1)=[O:5])[CH3:2], predict the reactants needed to synthesize it. The reactants are: [CH2:1]([NH:3][C:4]([N:6]1[CH2:13][CH:12]2[CH2:14][CH:8]([CH2:9][NH:10][CH2:11]2)[CH2:7]1)=[O:5])[CH3:2].CS(O[CH2:20][CH2:21][C:22]1[CH:27]=[CH:26][C:25]([NH:28][S:29]([CH3:32])(=[O:31])=[O:30])=[CH:24][CH:23]=1)(=O)=O.C([O-])(O)=O.[Na+]. (3) Given the product [Br:13][C:11]1[CH:12]=[C:7]([CH2:6][C:5]([OH:25])=[O:4])[CH:8]=[C:9]([Br:24])[C:10]=1[O:14][C:15]1[CH:16]=[C:17]([Br:23])[C:18]([OH:22])=[C:19]([Br:21])[CH:20]=1, predict the reactants needed to synthesize it. The reactants are: [OH-].[Li+].C[O:4][C:5](=[O:25])[CH2:6][C:7]1[CH:12]=[C:11]([Br:13])[C:10]([O:14][C:15]2[CH:20]=[C:19]([Br:21])[C:18]([OH:22])=[C:17]([Br:23])[CH:16]=2)=[C:9]([Br:24])[CH:8]=1.Cl. (4) Given the product [CH3:1][C:2]1[CH:11]=[CH:10][C:9]2[C:8]3[C:7](=[C:12]4[C:13](=[CH:18][C:19]=3[CH3:20])[CH:14]=[C:15]([CH3:22])[CH:16]=[CH:17]4)[CH:6]=[CH:5][C:4]=2[CH:3]=1, predict the reactants needed to synthesize it. The reactants are: [CH3:1][C:2]1[CH:11]=[CH:10][C:9]2[C:4](=[CH:5][CH:6]=[C:7]([C:12]3[CH:17]=[CH:16][CH:15]=[CH:14][C:13]=3[C:18]#[C:19][CH3:20])[CH:8]=2)[CH:3]=1.N12CCCN=C1CCCC[CH2:22]2. (5) Given the product [ClH:7].[NH2:34][C@H:12]([C@@H:10]([OH:11])[CH2:9][NH:8][S:4]([CH:2]([CH3:3])[CH3:1])(=[O:6])=[O:5])[CH2:13][C@@H:14]([CH:15]([CH3:17])[CH3:16])[CH2:18][NH:19][C:20](=[O:33])[C:21]1[CH:26]=[CH:25][CH:24]=[CH:23][C:22]=1[O:27][CH2:28][CH2:29][CH2:30][O:31][CH3:32], predict the reactants needed to synthesize it. The reactants are: [CH3:1][CH:2]([S:4]([Cl:7])(=[O:6])=[O:5])[CH3:3].[NH2:8][CH2:9][C@@H:10]([C@@H:12]([NH:34]C(=O)OC(C)(C)C)[CH2:13][C@H:14]([CH2:18][NH:19][C:20](=[O:33])[C:21]1[CH:26]=[CH:25][CH:24]=[CH:23][C:22]=1[O:27][CH2:28][CH2:29][CH2:30][O:31][CH3:32])[CH:15]([CH3:17])[CH3:16])[OH:11].C(N(CC)CC)C.